This data is from Forward reaction prediction with 1.9M reactions from USPTO patents (1976-2016). The task is: Predict the product of the given reaction. Given the reactants [Br:1][C:2]1[CH:10]=[CH:9][C:5]([C:6]([OH:8])=O)=[CH:4][CH:3]=1.Cl.C1([CH:18]2[CH2:23][O:22][CH2:21][CH2:20][NH:19]2)C=CC=CC=1.[CH:24]1[CH:25]=[CH:26][C:27]2N(O)N=N[C:28]=2[CH:29]=1.CCN(C(C)C)C(C)C, predict the reaction product. The product is: [Br:1][C:2]1[CH:3]=[CH:4][C:5]([C:6]([N:19]2[CH2:20][CH2:21][O:22][CH:23]([C:28]3[CH:27]=[CH:26][CH:25]=[CH:24][CH:29]=3)[CH2:18]2)=[O:8])=[CH:9][CH:10]=1.